Dataset: Reaction yield outcomes from USPTO patents with 853,638 reactions. Task: Predict the reaction yield, written as a fraction of the theoretical maximum amount of product (1.0 means a 100% yield; for example, 0.34 means a 34% yield). The product is [CH2:29]([O:24][C@@H:11]1[C@@H:10]([CH2:9][O:8][Si:1]([C:4]([CH3:7])([CH3:5])[CH3:6])([CH3:2])[CH3:3])[O:14][C@@H:13]([N:15]2[CH:22]=[C:21]([I:23])[C:19]([NH2:20])=[N:18][C:16]2=[O:17])[CH2:12]1)[CH:28]=[CH2:27]. The yield is 0.420. The catalyst is C1COCC1. The reactants are [Si:1]([O:8][CH2:9][C@H:10]1[O:14][C@@H:13]([N:15]2[CH:22]=[C:21]([I:23])[C:19]([NH2:20])=[N:18][C:16]2=[O:17])[CH2:12][C@@H:11]1[OH:24])([C:4]([CH3:7])([CH3:6])[CH3:5])([CH3:3])[CH3:2].[H-].[Na+].[CH2:27](Br)[CH:28]=[CH2:29].C([O-])(O)=O.[Na+].